Dataset: Reaction yield outcomes from USPTO patents with 853,638 reactions. Task: Predict the reaction yield, written as a fraction of the theoretical maximum amount of product (1.0 means a 100% yield; for example, 0.34 means a 34% yield). (1) The reactants are Br[C:2]1[CH:3]=[C:4]2[C:12](=[CH:13][CH:14]=1)[NH:11][C:10]1[CH2:9][CH2:8][C@@H:7]([NH:15][C:16](=[O:20])[CH:17]([CH3:19])[CH3:18])[CH2:6][C:5]2=1.[Cu][C:22]#[N:23]. The catalyst is CN1CCCC1=O.O.CCOC(C)=O.C(N)CN.[Cu]I.[Cu]. The product is [C:22]([C:2]1[CH:3]=[C:4]2[C:12](=[CH:13][CH:14]=1)[NH:11][C:10]1[CH2:9][CH2:8][C@@H:7]([NH:15][C:16](=[O:20])[CH:17]([CH3:19])[CH3:18])[CH2:6][C:5]2=1)#[N:23]. The yield is 0.630. (2) The reactants are CN(C=O)C.[Cl:6][C:7]1[CH:12]=[C:11](Cl)[CH:10]=[CH:9][N:8]=1.[Cl:14][C:15]1[CH:20]=[C:19]([Cl:21])[CH:18]=[CH:17][C:16]=1[SH:22].C(=O)([O-])[O-].[K+].[K+]. The catalyst is O. The product is [Cl:6][C:7]1[CH:12]=[CH:11][CH:10]=[C:9]([S:22][C:16]2[CH:17]=[CH:18][C:19]([Cl:21])=[CH:20][C:15]=2[Cl:14])[N:8]=1. The yield is 0.430. (3) The reactants are [NH2:1][C:2]1[CH:6]=[CH:5][S:4][C:3]=1[C:7]([O:9][CH3:10])=[O:8].[Br:11]Br. The catalyst is C(O)(=O)C. The product is [NH2:1][C:2]1[C:6]([Br:11])=[CH:5][S:4][C:3]=1[C:7]([O:9][CH3:10])=[O:8]. The yield is 0.330. (4) The reactants are [F:1][C:2]1([F:36])[O:6][C:5]2[CH:7]=[CH:8][C:9]([C:11]3([C:14]([NH:16][C:17]4[N:22]=[C:21]([C:23]5[CH:24]=[N:25][C:26]([O:33][CH3:34])=[C:27]([C:29]([O:31]C)=[O:30])[CH:28]=5)[C:20]([CH3:35])=[CH:19][CH:18]=4)=[O:15])[CH2:13][CH2:12]3)=[CH:10][C:4]=2[O:3]1.[OH-].[Li+]. The catalyst is O1CCOCC1. The product is [F:36][C:2]1([F:1])[O:6][C:5]2[CH:7]=[CH:8][C:9]([C:11]3([C:14]([NH:16][C:17]4[N:22]=[C:21]([C:23]5[CH:24]=[N:25][C:26]([O:33][CH3:34])=[C:27]([C:29]([OH:31])=[O:30])[CH:28]=5)[C:20]([CH3:35])=[CH:19][CH:18]=4)=[O:15])[CH2:13][CH2:12]3)=[CH:10][C:4]=2[O:3]1. The yield is 0.950. (5) The product is [CH3:1][O:2][C:3]1[C:4]([CH3:32])=[C:5]([C:23]([O:30][CH3:31])=[C:24]([O:28][CH3:29])[C:25]=1[O:26][CH3:27])[CH2:6][C:7]1[CH:8]=[CH:9][C:10]([C:17]2[CH:18]=[N:19][CH:20]=[CH:21][CH:22]=2)=[C:11]([CH:16]=1)[C:12]([OH:14])=[O:13]. The catalyst is [OH-].[Na+].O1CCOCC1.O. The reactants are [CH3:1][O:2][C:3]1[C:4]([CH3:32])=[C:5]([C:23]([O:30][CH3:31])=[C:24]([O:28][CH3:29])[C:25]=1[O:26][CH3:27])[CH2:6][C:7]1[CH:8]=[CH:9][C:10]([C:17]2[CH:18]=[N:19][CH:20]=[CH:21][CH:22]=2)=[C:11]([CH:16]=1)[C:12]([O:14]C)=[O:13]. The yield is 0.880. (6) The reactants are [N:1]1[CH:6]=[CH:5][CH:4]=[CH:3][C:2]=1[NH:7][C:8]1[CH:13]=[CH:12][C:11]([OH:14])=[CH:10][CH:9]=1.Cl[C:16]1[C:17]([C:22]([O:24][CH3:25])=[O:23])=[N:18][CH:19]=[CH:20][N:21]=1.C(=O)([O-])[O-].[Cs+].[Cs+].CS(C)=O. The catalyst is O. The product is [N:1]1[CH:6]=[CH:5][CH:4]=[CH:3][C:2]=1[NH:7][C:8]1[CH:13]=[CH:12][C:11]([O:14][C:16]2[C:17]([C:22]([O:24][CH3:25])=[O:23])=[N:18][CH:19]=[CH:20][N:21]=2)=[CH:10][CH:9]=1. The yield is 0.830. (7) The reactants are [CH3:1][O:2][C:3]1[CH:17]=[C:16]([N+:18]([O-])=O)[CH:15]=[CH:14][C:4]=1[O:5][CH2:6][C:7]([N:9]1[CH2:13][CH2:12][CH2:11][CH2:10]1)=[O:8]. The catalyst is CCO. The product is [NH2:18][C:16]1[CH:15]=[CH:14][C:4]([O:5][CH2:6][C:7]([N:9]2[CH2:13][CH2:12][CH2:11][CH2:10]2)=[O:8])=[C:3]([O:2][CH3:1])[CH:17]=1. The yield is 0.850. (8) The reactants are [CH3:1][O:2][C:3]1[CH:26]=[C:25]([O:27][CH3:28])[CH:24]=[CH:23][C:4]=1[CH2:5][N:6]1[C:14](=O)[C:13]2[C:8](=[CH:9][CH:10]=[CH:11][C:12]=2[O:16][CH2:17][CH2:18][N:19]([CH3:21])[CH3:20])[C:7]1=O.[H-].[Al+3].[Li+].[H-].[H-].[H-].C1COCC1. No catalyst specified. The product is [CH3:1][O:2][C:3]1[CH:26]=[C:25]([O:27][CH3:28])[CH:24]=[CH:23][C:4]=1[CH2:5][N:6]1[CH2:14][C:13]2[C:8](=[CH:9][CH:10]=[CH:11][C:12]=2[O:16][CH2:17][CH2:18][N:19]([CH3:21])[CH3:20])[CH2:7]1. The yield is 1.03. (9) The reactants are C([O:8][C:9]1[CH:28]=[CH:27][C:12]([C:13]([O:15][C@@H:16]([C:23]([F:26])([F:25])[F:24])[CH2:17][CH2:18][CH2:19][CH2:20][CH2:21][CH3:22])=[O:14])=[CH:11][CH:10]=1)C1C=CC=CC=1. The catalyst is C(OCC)(=O)C. The product is [OH:8][C:9]1[CH:10]=[CH:11][C:12]([C:13]([O:15][C@@H:16]([C:23]([F:24])([F:25])[F:26])[CH2:17][CH2:18][CH2:19][CH2:20][CH2:21][CH3:22])=[O:14])=[CH:27][CH:28]=1. The yield is 0.990. (10) The reactants are [CH2:1]([O:3][C:4]([C@@H:6]1[O:11][C:10]2[CH:12]=[CH:13][C:14]([CH2:16][C@H:17]([NH:19][CH2:20][C@H:21]([OH:41])[CH2:22][O:23][C:24]3[CH:29]=[C:28]([O:30][CH3:31])[C:27]([O:32]COC)=[C:26]([NH:36][S:37]([CH3:40])(=[O:39])=[O:38])[CH:25]=3)[CH3:18])=[CH:15][C:9]=2[O:8][CH2:7]1)=[O:5])[CH3:2].Cl.CCOC(C)=O. The catalyst is C(O)C. The product is [CH2:1]([O:3][C:4]([C@@H:6]1[O:11][C:10]2[CH:12]=[CH:13][C:14]([CH2:16][C@H:17]([NH:19][CH2:20][C@H:21]([OH:41])[CH2:22][O:23][C:24]3[CH:29]=[C:28]([O:30][CH3:31])[C:27]([OH:32])=[C:26]([NH:36][S:37]([CH3:40])(=[O:38])=[O:39])[CH:25]=3)[CH3:18])=[CH:15][C:9]=2[O:8][CH2:7]1)=[O:5])[CH3:2]. The yield is 0.850.